From a dataset of Full USPTO retrosynthesis dataset with 1.9M reactions from patents (1976-2016). Predict the reactants needed to synthesize the given product. Given the product [F:21][C:22]([F:32])([F:33])[C:23]1[CH:24]=[CH:25][C:26]([NH:29][C:30](=[O:31])[NH:1][C:2]2[CH:7]=[CH:6][C:5]([CH:8]3[O:13][CH2:12][CH2:11][N:10]([C:14]([O:16][C:17]([CH3:20])([CH3:19])[CH3:18])=[O:15])[CH2:9]3)=[CH:4][CH:3]=2)=[CH:27][CH:28]=1, predict the reactants needed to synthesize it. The reactants are: [NH2:1][C:2]1[CH:7]=[CH:6][C:5]([CH:8]2[O:13][CH2:12][CH2:11][N:10]([C:14]([O:16][C:17]([CH3:20])([CH3:19])[CH3:18])=[O:15])[CH2:9]2)=[CH:4][CH:3]=1.[F:21][C:22]([F:33])([F:32])[C:23]1[CH:28]=[CH:27][C:26]([N:29]=[C:30]=[O:31])=[CH:25][CH:24]=1.C(N(CC)CC)C.O.